This data is from Full USPTO retrosynthesis dataset with 1.9M reactions from patents (1976-2016). The task is: Predict the reactants needed to synthesize the given product. (1) Given the product [OH:1][C@@H:2]1[CH2:3][NH:4][CH2:5][C@@H:6]1[CH2:7][NH:8][C:9](=[O:10])[O:11][CH2:12][C:13]1[CH:18]=[CH:17][CH:16]=[CH:15][CH:14]=1, predict the reactants needed to synthesize it. The reactants are: [OH:1][C@H:2]1[C@@H:6]([CH2:7][NH:8][C:9]([O:11][CH2:12][C:13]2[CH:18]=[CH:17][CH:16]=[CH:15][CH:14]=2)=[O:10])[CH2:5][N:4](C(OC(C)(C)C)=O)[CH2:3]1.FC(F)(F)C(O)=O.CC[NH+](CC)CC.CC[NH+](CC)CC.C([O-])([O-])=O. (2) The reactants are: [CH:1]([C:4]1[N:8]=[C:7]([N:9]2[CH2:14][CH2:13][CH:12]([CH2:15][CH2:16][CH2:17][O:18][C:19]3[CH:27]=[CH:26][C:22]([C:23](O)=[O:24])=[CH:21][N:20]=3)[CH2:11][CH2:10]2)[O:6][N:5]=1)([CH3:3])[CH3:2].CCN=C=NCCCN(C)C.C1C=CC2N(O)N=NC=2C=1.CCN(C(C)C)C(C)C.[NH2:58][C@H:59]([CH3:62])[CH2:60][OH:61]. Given the product [OH:61][CH2:60][C@H:59]([NH:58][C:23](=[O:24])[C:22]1[CH:26]=[CH:27][C:19]([O:18][CH2:17][CH2:16][CH2:15][CH:12]2[CH2:13][CH2:14][N:9]([C:7]3[O:6][N:5]=[C:4]([CH:1]([CH3:2])[CH3:3])[N:8]=3)[CH2:10][CH2:11]2)=[N:20][CH:21]=1)[CH3:62], predict the reactants needed to synthesize it. (3) Given the product [Cl:1][C:2]1[CH:3]=[CH:4][C:5]([O:18][CH2:19][CH:20]([CH3:22])[CH3:21])=[C:6]([CH2:8][C:9]2[O:10][CH:11]=[C:12]([C:14]([OH:16])=[O:15])[N:13]=2)[CH:7]=1, predict the reactants needed to synthesize it. The reactants are: [Cl:1][C:2]1[CH:3]=[CH:4][C:5]([O:18][CH2:19][CH:20]([CH3:22])[CH3:21])=[C:6]([CH2:8][C:9]2[O:10][CH:11]=[C:12]([C:14]([O:16]C)=[O:15])[N:13]=2)[CH:7]=1.[OH-].[Na+]. (4) Given the product [C:1]1([C:27]2[CH:32]=[CH:31][CH:30]=[CH:29][CH:28]=2)[CH:6]=[CH:5][C:4]([C:7]([N:9]2[CH2:10][CH2:11][N:12]([C:15]3[C:16]4[CH:24]=[C:23]([CH2:25][CH3:26])[S:22][C:17]=4[N:18]=[C:19]([NH:21][C:33](=[O:40])[C:34]4[CH:39]=[CH:38][CH:37]=[N:36][CH:35]=4)[N:20]=3)[CH2:13][CH2:14]2)=[O:8])=[CH:3][CH:2]=1, predict the reactants needed to synthesize it. The reactants are: [C:1]1([C:27]2[CH:32]=[CH:31][CH:30]=[CH:29][CH:28]=2)[CH:6]=[CH:5][C:4]([C:7]([N:9]2[CH2:14][CH2:13][N:12]([C:15]3[C:16]4[CH:24]=[C:23]([CH2:25][CH3:26])[S:22][C:17]=4[N:18]=[C:19]([NH2:21])[N:20]=3)[CH2:11][CH2:10]2)=[O:8])=[CH:3][CH:2]=1.[C:33](O)(=[O:40])[C:34]1[CH:39]=[CH:38][CH:37]=[N:36][CH:35]=1.N1C=CC=CC=1.O=C1N(P(Cl)(N2CCOC2=O)=O)CCO1. (5) Given the product [C:8]([O:12][C:13](=[O:42])[NH:14][C@@H:15]([CH2:16][N:17]1[CH2:22][C:21](=[O:23])[N:20]([C:24]2[CH:29]=[CH:28][CH:27]=[CH:26][C:25]=2[Cl:30])[CH2:19][C:18]1([CH3:32])[CH3:31])[C@@H:33]([OH:34])[CH2:37][C@H:36]([C:35](=[O:41])[NH:47][CH2:46][C:45]([CH3:49])([CH3:48])[CH3:44])[CH2:38][CH2:39][CH3:40])([CH3:11])([CH3:9])[CH3:10], predict the reactants needed to synthesize it. The reactants are: OC1C=CC=CN=1.[C:8]([O:12][C:13](=[O:42])[NH:14][C@H:15]([C@@H:33]1[CH2:37][C@@H:36]([CH2:38][CH2:39][CH3:40])[C:35](=[O:41])[O:34]1)[CH2:16][N:17]1[CH2:22][C:21](=[O:23])[N:20]([C:24]2[CH:29]=[CH:28][CH:27]=[CH:26][C:25]=2[Cl:30])[CH2:19][C:18]1([CH3:32])[CH3:31])([CH3:11])([CH3:10])[CH3:9].O.[CH3:44][C:45]([CH3:49])([CH3:48])[CH2:46][NH2:47]. (6) Given the product [CH3:1][O:2][C:3]1[CH:4]=[C:5]2[C:9](=[CH:10][CH:11]=1)[N:8]([CH2:12][C:13]1[CH:18]=[CH:17][C:16]([CH2:19][O:20][C@H:21]([CH3:30])[C:22]([OH:23])=[O:44])=[CH:15][CH:14]=1)[C:7]([CH3:31])=[C:6]2[C:32](=[O:33])[C:34]1[CH:39]=[CH:38][C:37]([CH3:40])=[CH:36][CH:35]=1, predict the reactants needed to synthesize it. The reactants are: [CH3:1][O:2][C:3]1[CH:4]=[C:5]2[C:9](=[CH:10][CH:11]=1)[N:8]([CH2:12][C:13]1[CH:18]=[CH:17][C:16]([CH2:19][O:20][C@H:21]([CH3:30])[C:22](N3CCOCC3)=[O:23])=[CH:15][CH:14]=1)[C:7]([CH3:31])=[C:6]2[C:32]([C:34]1[CH:39]=[CH:38][C:37]([CH3:40])=[CH:36][CH:35]=1)=[O:33].C1C[O:44]CC1.[OH-].[Li+]. (7) Given the product [NH2:1][C:4]1[CH:5]=[C:6]([N:10]2[C:14](=[O:15])[NH:13][N:12]=[N:11]2)[CH:7]=[CH:8][CH:9]=1, predict the reactants needed to synthesize it. The reactants are: [N+:1]([C:4]1[CH:5]=[C:6]([N:10]2[C:14](=[O:15])[NH:13][N:12]=[N:11]2)[CH:7]=[CH:8][CH:9]=1)([O-])=O. (8) Given the product [O:2]1[CH2:1][CH2:10][CH2:9][CH2:8][O:7][CH:3]1[CH2:4][C:5]#[N:6], predict the reactants needed to synthesize it. The reactants are: [CH3:1][O:2][CH:3]([O:7][CH3:8])[CH2:4][C:5]#[N:6].[CH2:9](O)[CH2:10]CCO.O.C1(C)C=CC(S(O)(=O)=O)=CC=1.CO.